From a dataset of Reaction yield outcomes from USPTO patents with 853,638 reactions. Predict the reaction yield, written as a fraction of the theoretical maximum amount of product (1.0 means a 100% yield; for example, 0.34 means a 34% yield). (1) The reactants are [C-:1]#[N:2].[Na+].[C:4](=[O:7])([O-])[O-].[NH4+:8].[NH4+].[F:10][C:11]([F:22])([F:21])[CH2:12][CH:13]([CH2:16][C:17]([F:20])([F:19])[F:18])[CH:14]=O.[OH2:23]. The catalyst is C(O)C. The product is [F:10][C:11]([F:22])([F:21])[CH2:12][CH:13]([CH:14]1[NH:8][C:1](=[O:23])[NH:2][C:4]1=[O:7])[CH2:16][C:17]([F:20])([F:19])[F:18]. The yield is 1.00. (2) The catalyst is CS(C)=O.O. The product is [N:15]1([C:2]2[CH:3]=[C:4]([CH3:12])[C:5]([N+:9]([O-:11])=[O:10])=[C:6]([CH:8]=2)[NH2:7])[CH2:16][CH2:17][CH2:18][N:13]=[CH:14]1. The reactants are F[C:2]1[CH:3]=[C:4]([CH3:12])[C:5]([N+:9]([O-:11])=[O:10])=[C:6]([CH:8]=1)[NH2:7].[NH:13]1[CH2:18][CH2:17][CH2:16][N:15]=[CH:14]1.C(=O)([O-])[O-].[K+].[K+]. The yield is 0.670.